From a dataset of Reaction yield outcomes from USPTO patents with 853,638 reactions. Predict the reaction yield, written as a fraction of the theoretical maximum amount of product (1.0 means a 100% yield; for example, 0.34 means a 34% yield). (1) The catalyst is ClCCl. The yield is 0.810. The reactants are [NH2:1][CH2:2][CH2:3][CH2:4][N:5]1[CH2:10][CH2:9][N:8]([CH2:11][CH2:12][CH2:13][NH2:14])[CH2:7][CH2:6]1.[C:15]([OH:32])(=O)[CH2:16][CH2:17][CH2:18][CH2:19][CH2:20][CH2:21][CH2:22]/[CH:23]=[CH:24]\[CH2:25][CH2:26][CH2:27][CH2:28][CH2:29][CH3:30].C(N(CC)[CH:37]([CH3:39])[CH3:38])(C)C.[CH:51]1(N=C=N[CH:51]2[CH2:56][CH2:55][CH2:54][CH2:53][CH2:52]2)[CH2:56][CH2:55][CH2:54][CH2:53][CH2:52]1. The product is [C:15]([NH:14][CH2:13][CH2:12][CH2:11][N:8]1[CH2:7][CH2:6][N:5]([CH2:4][CH2:3][CH2:2][NH:1][C:15](=[O:32])[CH2:16][CH2:17][CH2:18][CH2:19][CH2:20][CH2:21][CH2:22][CH2:23][CH2:24][CH2:25][CH2:26][CH2:27][CH2:28][CH2:29][CH3:30])[CH2:10][CH2:9]1)(=[O:32])[CH2:16][CH2:17][CH2:18][CH2:19][CH2:20][CH2:21][CH2:52][CH2:53][CH2:54][CH2:55][CH2:56][CH2:51][CH2:39][CH2:37][CH3:38]. (2) The reactants are [Cl:1][C:2]1[CH:7]=[CH:6][C:5]([S:8]([NH:11][C:12]2[CH:30]=[C:29]([O:31][CH3:32])[C:28]([O:33][CH3:34])=[CH:27][C:13]=2[C:14]([NH:16][C:17]2[CH:22]=[CH:21][C:20]([S:23](F)(=[O:25])=[O:24])=[CH:19][CH:18]=2)=[O:15])(=[O:10])=[O:9])=[CH:4][CH:3]=1.[NH:35]1[CH2:40][CH2:39][S:38][CH2:37][CH2:36]1. No catalyst specified. The product is [Cl:1][C:2]1[CH:7]=[CH:6][C:5]([S:8]([NH:11][C:12]2[CH:30]=[C:29]([O:31][CH3:32])[C:28]([O:33][CH3:34])=[CH:27][C:13]=2[C:14]([NH:16][C:17]2[CH:22]=[CH:21][C:20]([S:23]([N:35]3[CH2:40][CH2:39][S:38][CH2:37][CH2:36]3)(=[O:25])=[O:24])=[CH:19][CH:18]=2)=[O:15])(=[O:10])=[O:9])=[CH:4][CH:3]=1. The yield is 0.650. (3) The reactants are [Br-].C[PH3+].[CH2:4]([Li])[CH2:5][CH2:6][CH3:7].O=C1CC[N:13]([C:16]([O:18][C:19]([CH3:22])([CH3:21])[CH3:20])=[O:17])[CH2:12][CH2:11]1.C1CCCCC1. The catalyst is C1COCC1.C(OCC)C.O. The product is [CH2:7]=[C:6]1[CH2:11][CH2:12][N:13]([C:16]([O:18][C:19]([CH3:22])([CH3:21])[CH3:20])=[O:17])[CH2:4][CH2:5]1. The yield is 0.810. (4) The reactants are CO.[Cl-].[NH4+].[Br:5][C:6]1[CH:7]=[CH:8][N:9]2[C:14]=1[C:13]([O:15][C:16]1[CH:21]=[CH:20][C:19]([N+:22]([O-])=O)=[CH:18][C:17]=1[F:25])=[CH:12][CH:11]=[N:10]2. The catalyst is O1CCCC1.[Zn]. The product is [Br:5][C:6]1[CH:7]=[CH:8][N:9]2[C:14]=1[C:13]([O:15][C:16]1[CH:21]=[CH:20][C:19]([NH2:22])=[CH:18][C:17]=1[F:25])=[CH:12][CH:11]=[N:10]2. The yield is 0.930.